Dataset: Catalyst prediction with 721,799 reactions and 888 catalyst types from USPTO. Task: Predict which catalyst facilitates the given reaction. Reactant: [NH2:1][C:2]1[CH:10]=[CH:9][C:5]([C:6]([OH:8])=[O:7])=[CH:4][C:3]=1[O:11][C:12]([F:15])([F:14])[F:13].[Br:16]Br.O. Product: [NH2:1][C:2]1[C:3]([O:11][C:12]([F:13])([F:14])[F:15])=[CH:4][C:5]([C:6]([OH:8])=[O:7])=[CH:9][C:10]=1[Br:16]. The catalyst class is: 15.